This data is from Peptide-MHC class I binding affinity with 185,985 pairs from IEDB/IMGT. The task is: Regression. Given a peptide amino acid sequence and an MHC pseudo amino acid sequence, predict their binding affinity value. This is MHC class I binding data. The peptide sequence is AVGVVCTGL. The MHC is HLA-A29:02 with pseudo-sequence HLA-A29:02. The binding affinity (normalized) is 0.0847.